This data is from TCR-epitope binding with 47,182 pairs between 192 epitopes and 23,139 TCRs. The task is: Binary Classification. Given a T-cell receptor sequence (or CDR3 region) and an epitope sequence, predict whether binding occurs between them. (1) The epitope is FSKQLQQSM. The TCR CDR3 sequence is CASSQPDLNTEAFF. Result: 0 (the TCR does not bind to the epitope). (2) The epitope is KLSYGIATV. The TCR CDR3 sequence is CASSQDLLAVNYEQYF. Result: 1 (the TCR binds to the epitope). (3) Result: 0 (the TCR does not bind to the epitope). The TCR CDR3 sequence is CASSQGSQGSETQYF. The epitope is HSKKKCDEL. (4) The epitope is EEHVQIHTI. The TCR CDR3 sequence is CASSPGPTANTEAFF. Result: 0 (the TCR does not bind to the epitope). (5) The epitope is GTHWFVTQR. The TCR CDR3 sequence is CAWSGLTITEAFF. Result: 0 (the TCR does not bind to the epitope).